Dataset: Forward reaction prediction with 1.9M reactions from USPTO patents (1976-2016). Task: Predict the product of the given reaction. (1) Given the reactants [OH-].[K+].[OH:3][C:4]1[CH:19]=[CH:18][C:7]([C:8]([O:10][CH2:11][C:12]2[CH:17]=[CH:16][CH:15]=[CH:14][CH:13]=2)=[O:9])=[CH:6][CH:5]=1.Br[CH2:21][CH2:22][CH2:23][CH:24]([CH3:26])[CH3:25], predict the reaction product. The product is: [CH2:11]([O:10][C:8](=[O:9])[C:7]1[CH:18]=[CH:19][C:4]([O:3][CH2:21][CH2:22][CH2:23][CH:24]([CH3:26])[CH3:25])=[CH:5][CH:6]=1)[C:12]1[CH:17]=[CH:16][CH:15]=[CH:14][CH:13]=1. (2) Given the reactants [Br:1][C:2]1[C:3]([N:12]2[CH2:17][CH2:16][N:15]([CH2:18][C:19]3[N:20]=[C:21]([CH3:24])[S:22][CH:23]=3)[CH2:14][CH2:13]2)=[C:4]([N+:9]([O-])=O)[C:5]([NH2:8])=[N:6][CH:7]=1.CCO.[O:28]1[CH2:33][CH2:32][N:31]([CH2:34][C:35]2[CH:42]=[CH:41][C:38]([CH:39]=O)=[CH:37][CH:36]=2)[CH2:30][CH2:29]1.[O-]S(S([O-])=O)=O.[Na+].[Na+], predict the reaction product. The product is: [Br:1][C:2]1[C:3]([N:12]2[CH2:17][CH2:16][N:15]([CH2:18][C:19]3[N:20]=[C:21]([CH3:24])[S:22][CH:23]=3)[CH2:14][CH2:13]2)=[C:4]2[N:9]=[C:39]([C:38]3[CH:37]=[CH:36][C:35]([CH2:34][N:31]4[CH2:32][CH2:33][O:28][CH2:29][CH2:30]4)=[CH:42][CH:41]=3)[NH:8][C:5]2=[N:6][CH:7]=1. (3) Given the reactants Br[C:2]1[CH:7]=[CH:6][C:5]([C:8]2[O:9][C:10]([C:13]3[CH:18]=[CH:17][CH:16]=[CH:15][CH:14]=3)=[N:11][N:12]=2)=[CH:4][CH:3]=1.C1(P(C2CCCCC2)C2C=CC=CC=2C2C=CC=CC=2N(C)C)CCCCC1.[CH3:47][CH:48]([N:50]1[CH2:55][CH2:54][N:53]([C:56]([C@H:58]2[CH2:62][CH2:61][NH:60][CH2:59]2)=[O:57])[CH2:52][CH2:51]1)[CH3:49].CCOCC, predict the reaction product. The product is: [CH3:49][CH:48]([N:50]1[CH2:55][CH2:54][N:53]([C:56]([C@H:58]2[CH2:62][CH2:61][N:60]([C:2]3[CH:7]=[CH:6][C:5]([C:8]4[O:9][C:10]([C:13]5[CH:18]=[CH:17][CH:16]=[CH:15][CH:14]=5)=[N:11][N:12]=4)=[CH:4][CH:3]=3)[CH2:59]2)=[O:57])[CH2:52][CH2:51]1)[CH3:47]. (4) Given the reactants C([N:8]1[C:16]2[C:15](=[O:17])[N:14]([CH2:18][CH2:19][CH2:20][CH2:21][CH2:22][C:23]([OH:26])([CH3:25])[CH3:24])[C:13](=[O:27])[N:12]([CH3:28])[C:11]=2[N:10]=[CH:9]1)C1C=CC=CC=1.C(N1C2C(=O)NC(=O)N(C)C=2N=C1)C1C=CC=CC=1.BrCCCCCC(O)(C)C, predict the reaction product. The product is: [OH:26][C:23]([CH3:25])([CH3:24])[CH2:22][CH2:21][CH2:20][CH2:19][CH2:18][N:14]1[C:15](=[O:17])[C:16]2[NH:8][CH:9]=[N:10][C:11]=2[N:12]([CH3:28])[C:13]1=[O:27]. (5) Given the reactants [C:1]1(=[O:7])[O:6][C:4](=[O:5])[CH2:3][CH2:2]1.[CH2:8]([NH2:11])[C:9]#[CH:10], predict the reaction product. The product is: [O:7]=[C:1]([NH:11][CH2:8][C:9]#[CH:10])[CH2:2][CH2:3][C:4]([OH:6])=[O:5].